Regression. Given two drug SMILES strings and cell line genomic features, predict the synergy score measuring deviation from expected non-interaction effect. From a dataset of NCI-60 drug combinations with 297,098 pairs across 59 cell lines. (1) Drug 1: CC12CCC(CC1=CCC3C2CCC4(C3CC=C4C5=CN=CC=C5)C)O. Drug 2: C1CN1P(=S)(N2CC2)N3CC3. Cell line: SN12C. Synergy scores: CSS=14.3, Synergy_ZIP=-5.44, Synergy_Bliss=-3.09, Synergy_Loewe=-9.21, Synergy_HSA=-2.67. (2) Drug 1: CC12CCC3C(C1CCC2=O)CC(=C)C4=CC(=O)C=CC34C. Drug 2: CC1=C(C=C(C=C1)NC(=O)C2=CC=C(C=C2)CN3CCN(CC3)C)NC4=NC=CC(=N4)C5=CN=CC=C5. Cell line: RPMI-8226. Synergy scores: CSS=31.4, Synergy_ZIP=-1.30, Synergy_Bliss=-1.51, Synergy_Loewe=0.922, Synergy_HSA=-0.198. (3) Drug 1: CC1C(C(CC(O1)OC2CC(CC3=C2C(=C4C(=C3O)C(=O)C5=C(C4=O)C(=CC=C5)OC)O)(C(=O)C)O)N)O.Cl. Drug 2: CCC1(CC2CC(C3=C(CCN(C2)C1)C4=CC=CC=C4N3)(C5=C(C=C6C(=C5)C78CCN9C7C(C=CC9)(C(C(C8N6C)(C(=O)OC)O)OC(=O)C)CC)OC)C(=O)OC)O.OS(=O)(=O)O. Cell line: COLO 205. Synergy scores: CSS=71.6, Synergy_ZIP=1.85, Synergy_Bliss=0.232, Synergy_Loewe=-1.42, Synergy_HSA=-0.428. (4) Drug 2: CN(C(=O)NC(C=O)C(C(C(CO)O)O)O)N=O. Synergy scores: CSS=9.71, Synergy_ZIP=-2.12, Synergy_Bliss=3.61, Synergy_Loewe=3.61, Synergy_HSA=3.64. Drug 1: C#CCC(CC1=CN=C2C(=N1)C(=NC(=N2)N)N)C3=CC=C(C=C3)C(=O)NC(CCC(=O)O)C(=O)O. Cell line: HOP-92. (5) Drug 1: CCC1(C2=C(COC1=O)C(=O)N3CC4=CC5=C(C=CC(=C5CN(C)C)O)N=C4C3=C2)O.Cl. Synergy scores: CSS=52.7, Synergy_ZIP=-14.7, Synergy_Bliss=-31.6, Synergy_Loewe=-31.3, Synergy_HSA=-29.0. Drug 2: CC1C(C(CC(O1)OC2CC(CC3=C2C(=C4C(=C3O)C(=O)C5=C(C4=O)C(=CC=C5)OC)O)(C(=O)CO)O)N)O.Cl. Cell line: SR. (6) Drug 1: CCN(CC)CCNC(=O)C1=C(NC(=C1C)C=C2C3=C(C=CC(=C3)F)NC2=O)C. Drug 2: CCC1(CC2CC(C3=C(CCN(C2)C1)C4=CC=CC=C4N3)(C5=C(C=C6C(=C5)C78CCN9C7C(C=CC9)(C(C(C8N6C)(C(=O)OC)O)OC(=O)C)CC)OC)C(=O)OC)O.OS(=O)(=O)O. Cell line: ACHN. Synergy scores: CSS=2.08, Synergy_ZIP=-1.03, Synergy_Bliss=-2.46, Synergy_Loewe=-2.77, Synergy_HSA=-3.69. (7) Drug 1: CCN(CC)CCCC(C)NC1=C2C=C(C=CC2=NC3=C1C=CC(=C3)Cl)OC. Drug 2: C1CN(CCN1C(=O)CCBr)C(=O)CCBr. Cell line: K-562. Synergy scores: CSS=53.3, Synergy_ZIP=0.530, Synergy_Bliss=3.22, Synergy_Loewe=-14.2, Synergy_HSA=7.38.